From a dataset of Catalyst prediction with 721,799 reactions and 888 catalyst types from USPTO. Predict which catalyst facilitates the given reaction. Reactant: NNC(=[N:14][C:15]1[CH:20]=[CH:19][CH:18]=[CH:17][C:16]=1[Cl:21])C1C=CC(S(C)(=O)=O)=CC=1.[O:22]=S(Cl)Cl.[Cl:26][C:27]1[CH:32]=[CH:31][CH:30]=[CH:29][C:28]=1[NH2:33].C(N(CC)CC)C.Cl. Product: [Cl:21][C:16]1[CH:17]=[CH:18][C:19]([C:20]([NH:33][C:28]2[CH:29]=[CH:30][CH:31]=[CH:32][C:27]=2[Cl:26])=[O:22])=[N:14][CH:15]=1. The catalyst class is: 124.